This data is from Reaction yield outcomes from USPTO patents with 853,638 reactions. The task is: Predict the reaction yield, written as a fraction of the theoretical maximum amount of product (1.0 means a 100% yield; for example, 0.34 means a 34% yield). The reactants are Br[C:2]1[CH:3]=[CH:4][C:5]([Cl:13])=[C:6]([CH:12]=1)[C:7]([O:9][CH2:10][CH3:11])=[O:8].COCCOC.C(=O)([O-])[O-].[Na+].[Na+].[CH3:26][O:27][C:28]1[CH:29]=[C:30]2[C:35](=[CH:36][CH:37]=1)[CH:34]=[C:33](B(O)O)[CH:32]=[CH:31]2. The catalyst is O.C1C=CC([P]([Pd]([P](C2C=CC=CC=2)(C2C=CC=CC=2)C2C=CC=CC=2)([P](C2C=CC=CC=2)(C2C=CC=CC=2)C2C=CC=CC=2)[P](C2C=CC=CC=2)(C2C=CC=CC=2)C2C=CC=CC=2)(C2C=CC=CC=2)C2C=CC=CC=2)=CC=1.C(OCC)(=O)C. The product is [Cl:13][C:5]1[CH:4]=[CH:3][C:2]([C:33]2[CH:32]=[CH:31][C:30]3[C:35](=[CH:36][CH:37]=[C:28]([O:27][CH3:26])[CH:29]=3)[CH:34]=2)=[CH:12][C:6]=1[C:7]([O:9][CH2:10][CH3:11])=[O:8]. The yield is 1.00.